Dataset: Full USPTO retrosynthesis dataset with 1.9M reactions from patents (1976-2016). Task: Predict the reactants needed to synthesize the given product. (1) Given the product [Br:14][C:11]1[CH:10]=[CH:9][C:8]([C:7]2[N:26]([C:23]3[CH:22]=[CH:21][C:20]([S:17]([CH3:16])(=[O:19])=[O:18])=[CH:25][N:24]=3)[N:27]=[C:4]([CH3:5])[N:6]=2)=[CH:13][CH:12]=1, predict the reactants needed to synthesize it. The reactants are: C(O[C:4](=[N:6][C:7](=O)[C:8]1[CH:13]=[CH:12][C:11]([Br:14])=[CH:10][CH:9]=1)[CH3:5])C.[CH3:16][S:17]([C:20]1[CH:21]=[CH:22][C:23]([NH:26][NH2:27])=[N:24][CH:25]=1)(=[O:19])=[O:18].O. (2) Given the product [CH3:1][S:2]([O:35][CH2:34][CH2:33][NH:32][C:27]1[N:26]=[C:25]([O:36][CH3:37])[C:24]([NH:23][C:21]([C:19]2[N:20]=[C:16]([O:15][C:14]3[CH:38]=[C:10]([C:6]([CH3:9])([CH3:8])[CH3:7])[CH:11]=[CH:12][C:13]=3[CH3:39])[S:17][CH:18]=2)=[O:22])=[C:29]([O:30][CH3:31])[N:28]=1)(=[O:4])=[O:3], predict the reactants needed to synthesize it. The reactants are: [CH3:1][S:2](Cl)(=[O:4])=[O:3].[C:6]([C:10]1[CH:11]=[CH:12][C:13]([CH3:39])=[C:14]([CH:38]=1)[O:15][C:16]1[S:17][CH:18]=[C:19]([C:21]([NH:23][C:24]2[C:25]([O:36][CH3:37])=[N:26][C:27]([NH:32][CH2:33][CH2:34][OH:35])=[N:28][C:29]=2[O:30][CH3:31])=[O:22])[N:20]=1)([CH3:9])([CH3:8])[CH3:7].C(N(CC)CC)C. (3) Given the product [NH2:1][C:2]1[N:6]([C:7]2[CH:16]=[CH:15][C:10]3[NH:11][C:12]([CH3:14])=[N:13][C:9]=3[CH:8]=2)[N:5]=[CH:4][C:3]=1[C:17]([C:19]1[NH:20][C:21]([Br:25])=[C:22]([Br:24])[CH:23]=1)=[O:18], predict the reactants needed to synthesize it. The reactants are: [NH2:1][C:2]1[N:6]([C:7]2[CH:16]=[CH:15][C:10]3[NH:11][C:12]([CH3:14])=[N:13][C:9]=3[CH:8]=2)[N:5]=[CH:4][C:3]=1[C:17]([C:19]1[N:20](CC2C=CC(OC)=CC=2)[C:21]([Br:25])=[C:22]([Br:24])[CH:23]=1)=[O:18].[OH-].[Na+].